This data is from Catalyst prediction with 721,799 reactions and 888 catalyst types from USPTO. The task is: Predict which catalyst facilitates the given reaction. (1) Reactant: [O:1]1[CH2:6]C[C:4](=O)[CH2:3][CH2:2]1.[CH2:8]([NH2:15])[C:9]1[CH:14]=[CH:13][CH:12]=[CH:11][CH:10]=1.[C:16]([OH:19])(=O)[CH3:17].[CH2:20]=O.[ClH:22]. Product: [ClH:22].[CH2:8]([N:15]1[CH2:4][CH:3]2[C:16](=[O:19])[CH:17]([CH2:6][O:1][CH2:2]2)[CH2:20]1)[C:9]1[CH:14]=[CH:13][CH:12]=[CH:11][CH:10]=1. The catalyst class is: 71. (2) Reactant: [Cl:1][C:2]1[S:6][C:5]([NH:7][C:8](=[O:10])[CH3:9])=[N:4][C:3]=1[CH:11]=[N:12]O. Product: [Cl:1][C:2]1[S:6][C:5]([NH:7][C:8](=[O:10])[CH3:9])=[N:4][C:3]=1[C:11]#[N:12]. The catalyst class is: 152. (3) Product: [CH3:1][N:2]([CH3:33])[C:3]1[C:16]2[C:15](=[O:17])[N:14]([C:18]3[CH:19]=[C:20]([C:24]4[O:28][C:27](=[O:29])[N:26]([CH3:30])[N:25]=4)[CH:21]=[CH:22][CH:23]=3)[CH2:13][C@H:12]3[N:8]([CH2:9][CH2:10][CH2:11]3)[C:7]=2[N:6]=[C:5]([NH:52][CH2:50][CH3:51])[N:4]=1. The catalyst class is: 526. Reactant: [CH3:1][N:2]([CH3:33])[C:3]1[C:16]2[C:15](=[O:17])[N:14]([C:18]3[CH:19]=[C:20]([C:24]4[O:28][C:27](=[O:29])[N:26]([CH3:30])[N:25]=4)[CH:21]=[CH:22][CH:23]=3)[CH2:13][C@H:12]3[N:8]([CH2:9][CH2:10][CH2:11]3)[C:7]=2[N:6]=[C:5](SC)[N:4]=1.ClC1C=CC=C(C(OO)=O)C=1.C(=O)(O)[O-].[Na+].[CH2:50]([NH2:52])[CH3:51].C1COCC1. (4) Reactant: [C:1]1(=[C:8]([C:24]2[CH:29]=[CH:28][C:27]([OH:30])=[CH:26][CH:25]=2)[C:9]2[CH:14]=[CH:13][C:12](/[CH:15]=[CH:16]/[C:17]([O:19]C(C)(C)C)=[O:18])=[CH:11][CH:10]=2)[CH2:7][CH2:6][CH2:5][CH2:4][CH2:3][CH2:2]1.FC(F)(F)C(O)=O. Product: [C:1]1(=[C:8]([C:24]2[CH:29]=[CH:28][C:27]([OH:30])=[CH:26][CH:25]=2)[C:9]2[CH:14]=[CH:13][C:12](/[CH:15]=[CH:16]/[C:17]([OH:19])=[O:18])=[CH:11][CH:10]=2)[CH2:7][CH2:6][CH2:5][CH2:4][CH2:3][CH2:2]1. The catalyst class is: 2. (5) Reactant: [CH3:1][C:2]1[CH:7]=[CH:6][CH:5]=[C:4]([CH3:8])[C:3]=1[NH:9][C:10]([CH2:12]Cl)=[O:11].[NH:14]1[CH2:19][CH2:18][NH:17][CH2:16][CH2:15]1. Product: [CH3:1][C:2]1[CH:7]=[CH:6][CH:5]=[C:4]([CH3:8])[C:3]=1[NH:9][C:10]([CH2:12][N:14]1[CH2:19][CH2:18][NH:17][CH2:16][CH2:15]1)=[O:11]. The catalyst class is: 8.